From a dataset of Catalyst prediction with 721,799 reactions and 888 catalyst types from USPTO. Predict which catalyst facilitates the given reaction. (1) Reactant: [F:1][C:2]([F:15])([CH:12]([F:14])[F:13])[CH2:3][O:4][C:5]1[CH:11]=[CH:10][C:8]([NH2:9])=[CH:7][CH:6]=1.C(N(CC)C(C)C)(C)C.[CH:25]([C:27]1[CH:35]=[CH:34][C:30]([C:31](Cl)=[O:32])=[CH:29][CH:28]=1)=[O:26].C(=O)([O-])O.[Na+]. Product: [CH:25]([C:27]1[CH:35]=[CH:34][C:30]([C:31]([NH:9][C:8]2[CH:10]=[CH:11][C:5]([O:4][CH2:3][C:2]([F:15])([F:1])[CH:12]([F:13])[F:14])=[CH:6][CH:7]=2)=[O:32])=[CH:29][CH:28]=1)=[O:26]. The catalyst class is: 7. (2) Product: [OH:26][C:25]1[O:28][CH:27]=[C:17]2[CH:18]=[C:19]3[C:24](=[C:15]([O:14][CH3:13])[C:16]=12)[CH:23]=[CH:22][CH:21]=[CH:20]3. The catalyst class is: 7. Reactant: CN(C)CCNC.C([Li])CCC.[CH3:13][O:14][C:15]1[C:24]2[C:19](=[CH:20][CH:21]=[CH:22][CH:23]=2)[CH:18]=[CH:17][C:16]=1[CH:25]=[O:26].[C:27](=O)=[O:28].Cl. (3) Reactant: [Br:1][C:2]1[S:3][C:4]([C:15](=[NH:17])[NH2:16])=[C:5]([C:7]2[CH:12]=[CH:11][C:10]([Cl:13])=[CH:9][C:8]=2[Cl:14])[N:6]=1.C(=O)([O-])[O-].[K+].[K+].Cl[CH2:25][C:26](=O)[CH3:27]. Product: [Br:1][C:2]1[S:3][C:4]([C:15]2[NH:16][CH:25]=[C:26]([CH3:27])[N:17]=2)=[C:5]([C:7]2[CH:12]=[CH:11][C:10]([Cl:13])=[CH:9][C:8]=2[Cl:14])[N:6]=1. The catalyst class is: 2. (4) The catalyst class is: 5. Product: [C:6]([O:14][CH3:15])(=[O:13])[CH2:7][CH2:8][C:9]([O:11][CH3:12])=[O:10].[C:7]([C:20]([O:24][CH3:23])=[O:19])([C:29]([O:28][CH3:27])=[O:30])([C:6]([O:14][CH3:15])=[O:13])[CH:8]([C:9]([O:11][CH3:12])=[O:10])[CH2:2][CH3:3].[CH3:2][O:1][CH:8]([CH2:7][C:6]([OH:14])=[O:13])[C:9]([OH:11])=[O:10]. Reactant: [O:1]1C=C[CH:3]=[CH:2]1.[C:6]([O:14][CH3:15])(=[O:13])/[CH:7]=[CH:8]\[C:9]([O:11][CH3:12])=[O:10].[Na+].[Br-].C[O:19][C:20]1[O:24][CH2:23]CC=1OC.[CH3:27][O:28][C:29]1(OC)CCC[O:30]1. (5) Reactant: [H-].[Na+].Cl.[NH2:4][CH:5]1[CH2:14][C:13]2[C:8](=[CH:9][CH:10]=[CH:11][CH:12]=2)[NH:7][C:6]1=[O:15].Br[CH2:17][CH2:18][O:19][CH2:20][CH2:21][O:22][CH3:23]. Product: [NH2:4][CH:5]1[CH2:14][C:13]2[C:8](=[CH:9][CH:10]=[CH:11][CH:12]=2)[N:7]([CH2:17][CH2:18][O:19][CH2:20][CH2:21][O:22][CH3:23])[C:6]1=[O:15]. The catalyst class is: 3.